This data is from Forward reaction prediction with 1.9M reactions from USPTO patents (1976-2016). The task is: Predict the product of the given reaction. (1) Given the reactants N[C@H:2]([C:10]([OH:12])=[O:11])[CH2:3][C:4]1[CH:9]=[CH:8][CH:7]=[CH:6][CH:5]=1.S(=O)(=O)(O)[OH:14].N([O-])=O.[Na+], predict the reaction product. The product is: [OH:14][C@@H:2]([CH2:3][C:4]1[CH:9]=[CH:8][CH:7]=[CH:6][CH:5]=1)[C:10]([OH:12])=[O:11]. (2) Given the reactants [NH2:1][CH:2]1[C:10]2[C:5](=[CH:6][C:7](/[CH:11]=[CH:12]/[C:13]([NH:15][CH:16]([C:21]3[CH:26]=[CH:25][CH:24]=[C:23]([C:27]([F:30])([F:29])[F:28])[CH:22]=3)[C:17]([F:20])([F:19])[F:18])=[O:14])=[CH:8][CH:9]=2)[CH2:4][CH2:3]1.CN1CC[O:35][CH2:34][CH2:33]1.C(OC(=O)C)(=O)C, predict the reaction product. The product is: [C:34]([NH:1][CH:2]1[C:10]2[C:5](=[CH:6][C:7](/[CH:11]=[CH:12]/[C:13]([NH:15][CH:16]([C:21]3[CH:26]=[CH:25][CH:24]=[C:23]([C:27]([F:28])([F:29])[F:30])[CH:22]=3)[C:17]([F:18])([F:19])[F:20])=[O:14])=[CH:8][CH:9]=2)[CH2:4][CH2:3]1)(=[O:35])[CH3:33]. (3) Given the reactants [C:1]1([C:7]2[N:8]=[C:9]([C:19](O)=[O:20])[N:10]([CH3:18])[C:11]=2[C:12]2[CH:17]=[CH:16][CH:15]=[CH:14][CH:13]=2)[CH:6]=[CH:5][CH:4]=[CH:3][CH:2]=1.[NH2:22][N:23]1[CH2:28][CH2:27][CH2:26][CH2:25][CH2:24]1.[NH:29]1[CH2:34][CH2:33][CH2:32][CH2:31][CH2:30]1.C1CN([P+](ON2N=NC3C=CC=CC2=3)(N2CCCC2)N2CCCC2)CC1.F[P-](F)(F)(F)(F)F.C(N(C(C)C)CC)(C)C, predict the reaction product. The product is: [N:23]1([NH:22][C:19]([C:9]2[N:10]([CH3:18])[C:11]([C:12]3[CH:13]=[CH:14][CH:15]=[CH:16][CH:17]=3)=[C:7]([C:1]3[CH:2]=[CH:3][CH:4]=[CH:5][CH:6]=3)[N:8]=2)=[O:20])[CH2:28][CH2:27][CH2:26][CH2:25][CH2:24]1.[N:29]1([C:19]([C:9]2[N:10]([CH3:18])[C:11]([C:12]3[CH:17]=[CH:16][CH:15]=[CH:14][CH:13]=3)=[C:7]([C:1]3[CH:2]=[CH:3][CH:4]=[CH:5][CH:6]=3)[N:8]=2)=[O:20])[CH2:34][CH2:33][CH2:32][CH2:31][CH2:30]1. (4) Given the reactants C(OC(=O)[NH:7][C:8]1([C:12]2[CH:17]=[CH:16][C:15]([C:18]3[C:27]([C:28]4[CH:33]=[CH:32][CH:31]=[CH:30][CH:29]=4)=[CH:26][C:25]4[C:24]5=[N:34][N:35]=[C:36]([CH:37]6[CH2:39][CH2:38]6)[N:23]5[CH:22]=[CH:21][C:20]=4[N:19]=3)=[CH:14][CH:13]=2)[CH2:11][CH2:10][CH2:9]1)(C)(C)C.[ClH:41].CCOC(C)=O, predict the reaction product. The product is: [ClH:41].[CH:37]1([C:36]2[N:23]3[C:24]([C:25]4[CH:26]=[C:27]([C:28]5[CH:29]=[CH:30][CH:31]=[CH:32][CH:33]=5)[C:18]([C:15]5[CH:16]=[CH:17][C:12]([C:8]6([NH2:7])[CH2:9][CH2:10][CH2:11]6)=[CH:13][CH:14]=5)=[N:19][C:20]=4[CH:21]=[CH:22]3)=[N:34][N:35]=2)[CH2:38][CH2:39]1.